This data is from Forward reaction prediction with 1.9M reactions from USPTO patents (1976-2016). The task is: Predict the product of the given reaction. (1) Given the reactants [Cl:1][C:2]1[C:3]([Cl:11])=[N:4][CH:5]=[C:6]([CH:10]=1)[C:7]([OH:9])=[O:8].[C:12]1(P(C2C=CC=CC=2)C2C=CC=CC=2)C=CC=C[CH:13]=1.C(O)C.CCOC(/N=N/C(OCC)=O)=O.C([O-])(O)=O.[Na+], predict the reaction product. The product is: [CH2:12]([O:8][C:7](=[O:9])[C:6]1[CH:10]=[C:2]([Cl:1])[C:3]([Cl:11])=[N:4][CH:5]=1)[CH3:13]. (2) Given the reactants FC(F)(F)C(O)=O.[N:8]1([C:14]2[CH:19]=[C:18]([C:20]3[CH:25]=[CH:24][CH:23]=[C:22]([C:26]([F:29])([F:28])[F:27])[CH:21]=3)[N:17]=[C:16]([C:30]#[N:31])[N:15]=2)[CH2:13][CH2:12][NH:11][CH2:10][CH2:9]1.[C:32]([O:36][C:37]([CH3:40])([CH3:39])[CH3:38])(=[O:35])[CH:33]=[CH2:34].C(N(C(C)C)CC)(C)C.CN(C)C=O, predict the reaction product. The product is: [C:37]([O:36][C:32]([CH2:33][CH2:34][N:11]1[CH2:10][CH2:9][N:8]([C:14]2[CH:19]=[C:18]([C:20]3[CH:25]=[CH:24][CH:23]=[C:22]([C:26]([F:27])([F:28])[F:29])[CH:21]=3)[N:17]=[C:16]([C:30]#[N:31])[N:15]=2)[CH2:13][CH2:12]1)=[O:35])([CH3:40])([CH3:39])[CH3:38]. (3) Given the reactants C([Li])CCC.Br[C:7]1[CH:8]=[C:9]2[C:14](=[CH:15][CH:16]=1)[CH:13]=[C:12]([C:17]1[N:21]=[C:20]([CH3:22])[O:19][N:18]=1)[CH:11]=[CH:10]2.C[O:24][B:25](OC)[O:26]C.Cl, predict the reaction product. The product is: [CH3:22][C:20]1[O:19][N:18]=[C:17]([C:12]2[CH:13]=[C:14]3[C:9](=[CH:10][CH:11]=2)[CH:8]=[C:7]([B:25]([OH:26])[OH:24])[CH:16]=[CH:15]3)[N:21]=1. (4) Given the reactants Cl[C:2]1[CH:7]=[CH:6][C:5]([S:8]([N:11]2[CH2:16][CH2:15][N:14]([CH3:17])[CH2:13][CH2:12]2)(=[O:10])=[O:9])=[CH:4][C:3]=1[N+:18]([O-:20])=[O:19].[CH2:21]([NH2:28])[C:22]1[CH:27]=[CH:26][CH:25]=[CH:24][CH:23]=1, predict the reaction product. The product is: [CH2:21]([NH:28][C:2]1[CH:7]=[CH:6][C:5]([S:8]([N:11]2[CH2:16][CH2:15][N:14]([CH3:17])[CH2:13][CH2:12]2)(=[O:10])=[O:9])=[CH:4][C:3]=1[N+:18]([O-:20])=[O:19])[C:22]1[CH:27]=[CH:26][CH:25]=[CH:24][CH:23]=1. (5) Given the reactants [F:1][C:2]1[CH:16]=[CH:15][C:14]([F:17])=[CH:13][C:3]=1[CH2:4][C:5]1[O:9][N:8]=[C:7]([C:10]([OH:12])=O)[CH:6]=1.[Cl:18][C:19]1[CH:27]=[C:26]2[C:22]([C:23]([CH2:28][CH2:29][NH2:30])=[CH:24][NH:25]2)=[CH:21][C:20]=1[CH3:31].CN(C(ON1N=NC2C=CC=NC1=2)=[N+](C)C)C.F[P-](F)(F)(F)(F)F.C(N(CC)C(C)C)(C)C, predict the reaction product. The product is: [Cl:18][C:19]1[CH:27]=[C:26]2[C:22]([C:23]([CH2:28][CH2:29][NH:30][C:10]([C:7]3[CH:6]=[C:5]([CH2:4][C:3]4[CH:13]=[C:14]([F:17])[CH:15]=[CH:16][C:2]=4[F:1])[O:9][N:8]=3)=[O:12])=[CH:24][NH:25]2)=[CH:21][C:20]=1[CH3:31]. (6) Given the reactants [CH3:1][C:2]1[CH:3]=[C:4]([C:8](=[O:11])[CH2:9][CH3:10])[CH:5]=[CH:6][CH:7]=1.[Br:12]Br, predict the reaction product. The product is: [Br:12][CH:9]([CH3:10])[C:8]([C:4]1[CH:5]=[CH:6][CH:7]=[C:2]([CH3:1])[CH:3]=1)=[O:11].